From a dataset of Volume of distribution at steady state (VDss) regression data from Lombardo et al.. Regression/Classification. Given a drug SMILES string, predict its absorption, distribution, metabolism, or excretion properties. Task type varies by dataset: regression for continuous measurements (e.g., permeability, clearance, half-life) or binary classification for categorical outcomes (e.g., BBB penetration, CYP inhibition). For this dataset (vdss_lombardo), we predict log10(VDss) (log10 of volume of distribution in L/kg). (1) The drug is [NH3+]CCNc1ccc(NCC[NH3+])c2c1C(=O)c1ccncc1C2=O. The log10(VDss) is 1.00. (2) The compound is [NH3+]CC1CCC(C(=O)[O-])CC1. The log10(VDss) is -0.420. (3) The drug is CC(C)(C)C1(O)CC2OC(=O)CC23C(=O)OC2OC(=O)C(O)C231. The log10(VDss) is 0.400. (4) The molecule is CCC1(c2cccc(O)c2)CCCC[NH+](C)C1. The log10(VDss) is 0.520. (5) The drug is O=P([O-])([O-])OC(Cn1cncn1)(Cn1cncn1)c1ccc(F)cc1F. The log10(VDss) is -0.820. (6) The compound is CCCc1nc(C)c2c(=O)[nH]c(-c3cc(S(=O)(=O)N4CC[NH+](CC)CC4)ccc3OCC)nn12. The log10(VDss) is 0.480. (7) The molecule is CC1CC2C3CC(F)C4=CC(=O)C=CC4(C)C3(F)C(O)CC2(C)C1(OC(=O)c1ccco1)C(=O)SCF. The log10(VDss) is 0.690. (8) The compound is O=C1OC(C(O)CO)C([O-])=C1O. The log10(VDss) is -0.460.